This data is from Full USPTO retrosynthesis dataset with 1.9M reactions from patents (1976-2016). The task is: Predict the reactants needed to synthesize the given product. (1) Given the product [CH3:11][N:10]1[C:3]2[C:2]([NH:16][C:15]3[CH:17]=[CH:18][C:19]([O:20][C:21]4[CH:22]=[N:23][C:24]([CH3:27])=[CH:25][CH:26]=4)=[C:13]([CH3:12])[CH:14]=3)=[N:7][CH:6]=[N:5][C:4]=2[CH:8]=[CH:9]1, predict the reactants needed to synthesize it. The reactants are: Cl[C:2]1[C:3]2[N:10]([CH3:11])[CH:9]=[CH:8][C:4]=2[N:5]=[CH:6][N:7]=1.[CH3:12][C:13]1[CH:14]=[C:15]([CH:17]=[CH:18][C:19]=1[O:20][C:21]1[CH:22]=[N:23][C:24]([CH3:27])=[CH:25][CH:26]=1)[NH2:16]. (2) Given the product [O:61]=[C:60]1[C:59]2[C:54](=[CH:55][CH:56]=[CH:57][CH:58]=2)[C:53](=[O:62])[N:52]1[CH2:51][C@@H:50]([NH:49][C:12]([C:10]1[S:11][C:7]([C:6]2[N:2]([CH3:1])[N:3]=[CH:4][CH:5]=2)=[CH:8][CH:9]=1)=[O:14])[CH2:63][C:64]1[CH:69]=[CH:68][CH:67]=[CH:66][C:65]=1[C:70]([F:72])([F:71])[F:73], predict the reactants needed to synthesize it. The reactants are: [CH3:1][N:2]1[C:6]([C:7]2[S:11][C:10]([C:12]([OH:14])=O)=[CH:9][CH:8]=2)=[CH:5][CH:4]=[N:3]1.C1CN([P+](Br)(N2CCCC2)N2CCCC2)CC1.F[P-](F)(F)(F)(F)F.C(N(C(C)C)CC)(C)C.Cl.[NH2:49][C@@H:50]([CH2:63][C:64]1[CH:69]=[CH:68][CH:67]=[CH:66][C:65]=1[C:70]([F:73])([F:72])[F:71])[CH2:51][N:52]1[C:60](=[O:61])[C:59]2[C:54](=[CH:55][CH:56]=[CH:57][CH:58]=2)[C:53]1=[O:62]. (3) Given the product [Cl:28][C:23]1[CH:24]=[CH:25][CH:26]=[CH:27][C:22]=1[N:20]([CH3:21])[C:18]([C:16]1[S:15][C:14]2[C:8]3[CH:7]=[CH:6][C:5]([CH2:4][NH:2][CH3:1])=[CH:29][C:9]=3[O:10][CH2:11][CH2:12][C:13]=2[CH:17]=1)=[O:19], predict the reactants needed to synthesize it. The reactants are: [CH3:1][NH2:2].Br[CH2:4][C:5]1[CH:6]=[CH:7][C:8]2[C:14]3[S:15][C:16]([C:18]([N:20]([C:22]4[CH:27]=[CH:26][CH:25]=[CH:24][C:23]=4[Cl:28])[CH3:21])=[O:19])=[CH:17][C:13]=3[CH2:12][CH2:11][O:10][C:9]=2[CH:29]=1.O. (4) Given the product [O:30]=[S:29]1(=[O:31])[CH2:28][CH2:27][CH2:26][N:1]1[C:2]1[CH:7]=[C:6]([N:8]2[CH2:26][CH2:27][CH2:28][S:29]2(=[O:31])=[O:30])[CH:5]=[CH:4][C:3]=1[C:9]([N:11]1[CH2:16][CH2:15][N:14]([C:17]2[CH:22]=[CH:21][C:20]([CH3:23])=[CH:19][C:18]=2[CH3:24])[CH2:13][CH2:12]1)=[O:10], predict the reactants needed to synthesize it. The reactants are: [NH2:1][C:2]1[CH:7]=[C:6]([NH2:8])[CH:5]=[CH:4][C:3]=1[C:9]([N:11]1[CH2:16][CH2:15][N:14]([C:17]2[CH:22]=[CH:21][C:20]([CH3:23])=[CH:19][C:18]=2[CH3:24])[CH2:13][CH2:12]1)=[O:10].Cl[CH2:26][CH2:27][CH2:28][S:29](Cl)(=[O:31])=[O:30]. (5) Given the product [CH2:1]([O:7][C:8]1[CH:13]=[CH:12][C:11]([C:28]2([OH:31])[CH2:29][CH2:30][C:25]3([O:24][CH2:23][CH2:22][O:21]3)[CH2:26][CH2:27]2)=[C:10]([F:14])[C:9]=1[F:15])[CH2:2][CH2:3][CH3:4], predict the reactants needed to synthesize it. The reactants are: [CH2:1]([O:7][C:8]1[C:9]([F:15])=[C:10]([F:14])[CH:11]=[CH:12][CH:13]=1)[CH2:2][CH2:3][CH2:4]CC.C([Li])(CC)C.[O:21]1[C:25]2([CH2:30][CH2:29][C:28](=[O:31])[CH2:27][CH2:26]2)[O:24][CH2:23][CH2:22]1.[Cl-].[NH4+].